Dataset: Forward reaction prediction with 1.9M reactions from USPTO patents (1976-2016). Task: Predict the product of the given reaction. (1) Given the reactants [CH:1]12[CH2:8][CH2:7][CH:4]([CH2:5][CH2:6]1)[C:3](=[O:9])[NH:2]2.[H-].[Na+].[CH2:12](Br)[C:13]1[CH:18]=[CH:17][CH:16]=[CH:15][CH:14]=1, predict the reaction product. The product is: [CH2:12]([N:2]1[C:3](=[O:9])[CH:4]2[CH2:7][CH2:8][CH:1]1[CH2:6][CH2:5]2)[C:13]1[CH:18]=[CH:17][CH:16]=[CH:15][CH:14]=1. (2) Given the reactants [C:1]([O:5][C:6](=[O:18])[NH:7][CH:8]([C:12]1[CH:17]=[CH:16][CH:15]=[CH:14][CH:13]=1)[CH2:9][CH:10]=O)([CH3:4])([CH3:3])[CH3:2].[N+](=[C:21](P(=O)(OC)OC)C(=O)C)=[N-].C(=O)([O-])[O-].[K+].[K+], predict the reaction product. The product is: [C:12]1([CH:8]([NH:7][C:6](=[O:18])[O:5][C:1]([CH3:4])([CH3:3])[CH3:2])[CH2:9][C:10]#[CH:21])[CH:17]=[CH:16][CH:15]=[CH:14][CH:13]=1. (3) Given the reactants [CH2:1]([O:8][C:9]1[CH:14]=[CH:13][C:12]([N:15]2[C:19]([CH3:20])=[C:18]([C:21](O)=[O:22])[N:17]=[C:16]2[C:24]2[CH:29]=[CH:28][C:27]([Cl:30])=[CH:26][C:25]=2[Cl:31])=[CH:11][CH:10]=1)[C:2]1[CH:7]=[CH:6][CH:5]=[CH:4][CH:3]=1.C(Cl)(=O)C(Cl)=O.[CH3:38][C:39]1[CH:40]=[CH:41][C:42]([NH2:45])=[N:43][CH:44]=1, predict the reaction product. The product is: [CH2:1]([O:8][C:9]1[CH:14]=[CH:13][C:12]([N:15]2[C:19]([CH3:20])=[C:18]([C:21]([NH:45][C:42]3[CH:41]=[CH:40][C:39]([CH3:38])=[CH:44][N:43]=3)=[O:22])[N:17]=[C:16]2[C:24]2[CH:29]=[CH:28][C:27]([Cl:30])=[CH:26][C:25]=2[Cl:31])=[CH:11][CH:10]=1)[C:2]1[CH:3]=[CH:4][CH:5]=[CH:6][CH:7]=1. (4) Given the reactants [S:1]1[CH:5]=[CH:4][CH:3]=[C:2]1[C:6]1[CH:14]=C(C(O)=O)[C:12]([C:18]2[S:19][CH:20]=[CH:21][CH:22]=2)=[CH:11][C:7]=1[C:8](O)=[O:9].[C:23](Cl)(=O)[C:24]([Cl:26])=[O:25].CN(C=O)C.C(Cl)[Cl:35], predict the reaction product. The product is: [S:1]1[CH:5]=[CH:4][CH:3]=[C:2]1[C:6]1[CH:14]=[C:23]([C:24]([Cl:26])=[O:25])[C:12]([C:18]2[S:19][CH:20]=[CH:21][CH:22]=2)=[CH:11][C:7]=1[C:8]([Cl:35])=[O:9]. (5) The product is: [Br:1][C:2]1[C:3]2[N:4]([N:14]=[CH:15][N:16]=2)[C:5]([N:8]2[CH2:9][CH2:10][N:11]([C:17]([O:19][C:20]([CH3:23])([CH3:22])[CH3:21])=[O:18])[CH2:12][CH2:13]2)=[N:6][CH:7]=1. Given the reactants [Br:1][C:2]1[C:3]2[N:4]([N:14]=[CH:15][N:16]=2)[C:5]([N:8]2[CH2:13][CH2:12][NH:11][CH2:10][CH2:9]2)=[N:6][CH:7]=1.[C:17](O[C:17]([O:19][C:20]([CH3:23])([CH3:22])[CH3:21])=[O:18])([O:19][C:20]([CH3:23])([CH3:22])[CH3:21])=[O:18].C(N(CC)CC)C.C(Cl)Cl, predict the reaction product. (6) The product is: [NH2:8][C:5]1[C:4]2[C:13]([C:16]3[CH:21]=[CH:20][C:19]([NH:22][C:23]([C:25]4[N:26]([CH3:34])[C:27]5[C:32]([CH:33]=4)=[CH:31][CH:30]=[CH:29][CH:28]=5)=[O:24])=[C:18]([O:35][CH3:36])[CH:17]=3)=[CH:14][S:15][C:3]=2[C:2]([NH:1][S:43]([C:37]2[CH:42]=[CH:41][CH:40]=[CH:39][CH:38]=2)(=[O:45])=[O:44])=[CH:7][N:6]=1. Given the reactants [NH2:1][C:2]1[C:3]2[S:15][CH:14]=[C:13]([C:16]3[CH:21]=[CH:20][C:19]([NH:22][C:23]([C:25]4[N:26]([CH3:34])[C:27]5[C:32]([CH:33]=4)=[CH:31][CH:30]=[CH:29][CH:28]=5)=[O:24])=[C:18]([O:35][CH3:36])[CH:17]=3)[C:4]=2[C:5]([N:8]=CN(C)C)=[N:6][CH:7]=1.[C:37]1([S:43](Cl)(=[O:45])=[O:44])[CH:42]=[CH:41][CH:40]=[CH:39][CH:38]=1, predict the reaction product. (7) Given the reactants [OH:1][C:2]([C:7]1[CH:12]=[CH:11][C:10]([C:13]2[N:17]=[C:16]([C:18]3[O:22][N:21]=[C:20]([C:23]4[CH:28]=[CH:27][CH:26]=[CH:25][CH:24]=4)[C:19]=3[C:29]([F:32])([F:31])[F:30])[O:15][N:14]=2)=[CH:9][CH:8]=1)([CH3:6])[C:3]([OH:5])=O.F[P-](F)(F)(F)(F)F.N1(O[P+](N(C)C)(N(C)C)N(C)C)C2C=CC=CC=2N=N1.C[N:61]1CC[O:64][CH2:63][CH2:62]1.NCCO, predict the reaction product. The product is: [OH:1][C:2]([C:7]1[CH:8]=[CH:9][C:10]([C:13]2[N:17]=[C:16]([C:18]3[O:22][N:21]=[C:20]([C:23]4[CH:24]=[CH:25][CH:26]=[CH:27][CH:28]=4)[C:19]=3[C:29]([F:30])([F:32])[F:31])[O:15][N:14]=2)=[CH:11][CH:12]=1)([CH3:6])[C:3]([NH:61][CH2:62][CH2:63][OH:64])=[O:5]. (8) Given the reactants [C:1]12([C:11]3[CH:21]=[CH:20][C:14]([O:15][CH2:16][C:17](O)=[O:18])=[CH:13][CH:12]=3)[CH2:10][CH:5]3[CH2:6][CH:7]([CH2:9][CH:3]([CH2:4]3)[CH2:2]1)[CH2:8]2.[CH3:22][O:23][C:24](=[O:32])[C:25]1[CH:30]=[CH:29][CH:28]=[C:27]([NH2:31])[CH:26]=1.Cl.CN(C)CCCN=C=NCC.O.ON1C2C=CC=CC=2N=N1.C(N(CC)C(C)C)(C)C, predict the reaction product. The product is: [CH3:22][O:23][C:24](=[O:32])[C:25]1[CH:30]=[CH:29][CH:28]=[C:27]([NH:31][C:17](=[O:18])[CH2:16][O:15][C:14]2[CH:13]=[CH:12][C:11]([C:1]34[CH2:10][CH:5]5[CH2:4][CH:3]([CH2:9][CH:7]([CH2:6]5)[CH2:8]3)[CH2:2]4)=[CH:21][CH:20]=2)[CH:26]=1. (9) Given the reactants [CH3:1][O:2][C:3](=[O:15])[C:4]1[CH:9]=[C:8]([N+:10]([O-])=O)[CH:7]=[CH:6][C:5]=1[O:13][CH3:14].C([SiH](CC)CC)C, predict the reaction product. The product is: [CH3:1][O:2][C:3](=[O:15])[C:4]1[CH:9]=[C:8]([NH2:10])[CH:7]=[CH:6][C:5]=1[O:13][CH3:14].